This data is from Peptide-MHC class I binding affinity with 185,985 pairs from IEDB/IMGT. The task is: Regression. Given a peptide amino acid sequence and an MHC pseudo amino acid sequence, predict their binding affinity value. This is MHC class I binding data. (1) The peptide sequence is IIIPFIAYFV. The MHC is H-2-Kd with pseudo-sequence H-2-Kd. The binding affinity (normalized) is 0. (2) The peptide sequence is FPFKYAAAY. The MHC is Mamu-A2201 with pseudo-sequence Mamu-A2201. The binding affinity (normalized) is 1.00. (3) The peptide sequence is ITRLEVIGL. The MHC is HLA-A02:02 with pseudo-sequence HLA-A02:02. The binding affinity (normalized) is 0.204. (4) The peptide sequence is ELPIVTPAL. The MHC is HLA-B07:02 with pseudo-sequence HLA-B07:02. The binding affinity (normalized) is 0.346. (5) The MHC is HLA-B15:01 with pseudo-sequence HLA-B15:01. The peptide sequence is LPVFATIGL. The binding affinity (normalized) is 0.0847.